Dataset: Forward reaction prediction with 1.9M reactions from USPTO patents (1976-2016). Task: Predict the product of the given reaction. (1) The product is: [ClH:32].[CH3:1][C:2]1[C:3]([C:11]2[S:15][C:14]([C:16]([N:26]3[CH2:31][CH2:30][NH:29][CH2:28][CH2:27]3)=[O:18])=[CH:13][CH:12]=2)=[N:4][O:5][C:6]=1[C:7]([F:8])([F:9])[F:10]. Given the reactants [CH3:1][C:2]1[C:3]([C:11]2[S:15][C:14]([C:16]([OH:18])=O)=[CH:13][CH:12]=2)=[N:4][O:5][C:6]=1[C:7]([F:10])([F:9])[F:8].C([N:26]1[CH2:31][CH2:30][NH:29][CH2:28][CH2:27]1)(OC(C)(C)C)=O.[ClH:32], predict the reaction product. (2) The product is: [OH:1][C@@H:2]1[C@H:7]([OH:8])[C@@H:6]([CH2:11][OH:10])[O:5][CH2:4][C@H:3]1[N:18]1[CH:23]=[C:22]([I:24])[C:21](=[O:25])[NH:20][C:19]1=[O:26]. Given the reactants [OH:1][C@@H:2]1[C@@H:7]2[O:8]C(C3C=CC=CC=3)[O:10][CH2:11][C@H:6]2[O:5][CH2:4][C@H:3]1[N:18]1[CH:23]=[C:22]([I:24])[C:21](=[O:25])[NH:20][C:19]1=[O:26].Cl, predict the reaction product. (3) Given the reactants Cl[C:2]1[C:7]([C:8]([OH:10])=[O:9])=[CH:6][N:5]=[C:4]([Cl:11])[C:3]=1[Cl:12].[F:13][C:14]1[CH:20]=[C:19]([F:21])[CH:18]=[CH:17][C:15]=1[NH2:16], predict the reaction product. The product is: [Cl:12][C:3]1[C:4]([Cl:11])=[N:5][CH:6]=[C:7]([C:2]=1[NH:16][C:15]1[CH:17]=[CH:18][C:19]([F:21])=[CH:20][C:14]=1[F:13])[C:8]([OH:10])=[O:9]. (4) Given the reactants [NH2:1][C:2]1[N:6]([C:7]2[CH:12]=[CH:11][CH:10]=[CH:9][CH:8]=2)[N:5]=[CH:4][C:3]=1[C:13]([OH:15])=O.[Cl:16][C:17]1[CH:23]=[CH:22][C:20]([NH2:21])=[CH:19][CH:18]=1, predict the reaction product. The product is: [Cl:16][C:17]1[CH:23]=[CH:22][C:20]([NH:21][C:13]([C:3]2[CH:4]=[N:5][N:6]([C:7]3[CH:8]=[CH:9][CH:10]=[CH:11][CH:12]=3)[C:2]=2[NH2:1])=[O:15])=[CH:19][CH:18]=1. (5) Given the reactants [Br:1][C:2]1[CH:3]=[N:4][N:5]2[C:10](Cl)=[N:9][C:8]([S:12][CH3:13])=[N:7][C:6]=12.Cl.[NH2:15][CH2:16][CH:17]1[CH2:22][CH2:21][O:20][CH2:19][CH2:18]1.CCN(C(C)C)C(C)C, predict the reaction product. The product is: [Br:1][C:2]1[CH:3]=[N:4][N:5]2[C:10]([NH:15][CH2:16][CH:17]3[CH2:22][CH2:21][O:20][CH2:19][CH2:18]3)=[N:9][C:8]([S:12][CH3:13])=[N:7][C:6]=12.